This data is from Full USPTO retrosynthesis dataset with 1.9M reactions from patents (1976-2016). The task is: Predict the reactants needed to synthesize the given product. (1) Given the product [C:22]([N:29]([C:9]([O:11][C:12]([CH3:13])([CH3:14])[CH3:15])=[O:10])[O:30][CH2:31][C:32]1[CH:33]=[CH:34][CH:35]=[CH:36][CH:37]=1)([O:24][C:25]([CH3:28])([CH3:27])[CH3:26])=[O:23], predict the reactants needed to synthesize it. The reactants are: [CH3:13][C:12]([O:11][C:9](O[C:9]([O:11][C:12]([CH3:15])([CH3:14])[CH3:13])=[O:10])=[O:10])([CH3:15])[CH3:14].CCOC(C)=O.[C:22]([NH:29][O:30][CH2:31][C:32]1[CH:37]=[CH:36][CH:35]=[CH:34][CH:33]=1)([O:24][C:25]([CH3:28])([CH3:27])[CH3:26])=[O:23]. (2) Given the product [Cl:1][C:2]1[CH:3]=[CH:4][C:5]([N:8]2[CH:12]=[C:11]([CH2:13][CH2:14][C:15]([O:17][CH2:18][CH3:19])=[O:16])[C:10]([CH:20]([CH3:21])[CH3:22])=[N:9]2)=[N:6][CH:7]=1, predict the reactants needed to synthesize it. The reactants are: [Cl:1][C:2]1[CH:3]=[CH:4][C:5]([N:8]2[CH:12]=[C:11](/[CH:13]=[CH:14]/[C:15]([O:17][CH2:18][CH3:19])=[O:16])[C:10]([CH:20]([CH3:22])[CH3:21])=[N:9]2)=[N:6][CH:7]=1. (3) Given the product [C@H:1]12[CH2:8][CH2:7][C@H:4]([CH:5]=[CH:6]1)[CH2:3][CH:2]2[C:9]1([CH3:17])[N:13]([CH3:14])[C:12](=[O:15])[N:11]([CH2:19][C:20](=[O:21])[C:22]2[NH:23][CH:24]=[CH:25][CH:26]=2)[C:10]1=[O:16], predict the reactants needed to synthesize it. The reactants are: [CH:1]12[CH2:8][CH2:7][CH:4]([CH:5]=[CH:6]1)[CH2:3][CH:2]2[C:9]1([CH3:17])[N:13]([CH3:14])[C:12](=[O:15])[NH:11][C:10]1=[O:16].Br[CH2:19][C:20]([C:22]1[NH:23][CH:24]=[CH:25][CH:26]=1)=[O:21]. (4) The reactants are: C(Cl)CCl.C1C=C[C:8]2N(O)N=[N:11][C:9]=2[CH:10]=1.CCN(CC)CC.[C:22]([O:26][C:27]([NH:29][CH:30]([CH2:36][C:37]1[CH:42]=[CH:41][CH:40]=[CH:39][CH:38]=1)[CH:31]([OH:35])[C:32]([OH:34])=O)=[O:28])([CH3:25])([CH3:24])[CH3:23].C1(N)CC1. Given the product [CH:9]1([NH:11][C:32](=[O:34])[CH:31]([OH:35])[CH:30]([NH:29][C:27](=[O:28])[O:26][C:22]([CH3:23])([CH3:24])[CH3:25])[CH2:36][C:37]2[CH:42]=[CH:41][CH:40]=[CH:39][CH:38]=2)[CH2:10][CH2:8]1, predict the reactants needed to synthesize it. (5) Given the product [Cl:25][C:24]1[C:18]2[C:19](=[N:20][CH:21]=[C:16]([C:6]3[C:7]([C:9]4[CH:14]=[CH:13][N:12]=[C:11]([NH2:15])[CH:10]=4)=[CH:8][N:4]([CH:1]([CH3:3])[CH3:2])[N:5]=3)[CH:17]=2)[NH:22][CH:23]=1, predict the reactants needed to synthesize it. The reactants are: [CH:1]([N:4]1[CH:8]=[C:7]([C:9]2[CH:14]=[CH:13][N:12]=[C:11]([NH2:15])[CH:10]=2)[C:6]([C:16]2[CH:17]=[C:18]3[CH:24]=[CH:23][NH:22][C:19]3=[N:20][CH:21]=2)=[N:5]1)([CH3:3])[CH3:2].[Cl:25]N1C(=O)CCC1=O.